From a dataset of Peptide-MHC class I binding affinity with 185,985 pairs from IEDB/IMGT. Regression. Given a peptide amino acid sequence and an MHC pseudo amino acid sequence, predict their binding affinity value. This is MHC class I binding data. (1) The peptide sequence is RMVLSAFDER. The MHC is HLA-A11:01 with pseudo-sequence HLA-A11:01. The binding affinity (normalized) is 0.287. (2) The peptide sequence is MPKFCYGRI. The MHC is H-2-Ld with pseudo-sequence H-2-Ld. The binding affinity (normalized) is 0.488. (3) The peptide sequence is HSSVAGGLW. The MHC is HLA-B44:02 with pseudo-sequence HLA-B44:02. The binding affinity (normalized) is 0.0847. (4) The peptide sequence is SMNVAVIDK. The MHC is HLA-A31:01 with pseudo-sequence HLA-A31:01. The binding affinity (normalized) is 0.407. (5) The peptide sequence is LSTYAVRITW. The MHC is Mamu-B17 with pseudo-sequence Mamu-B17. The binding affinity (normalized) is 0.156. (6) The peptide sequence is MSAIVSCRY. The MHC is HLA-A02:01 with pseudo-sequence HLA-A02:01. The binding affinity (normalized) is 0.0847.